This data is from Full USPTO retrosynthesis dataset with 1.9M reactions from patents (1976-2016). The task is: Predict the reactants needed to synthesize the given product. (1) Given the product [F:1][C:2]1[CH:7]=[CH:6][C:5]([C:8]2[S:12][C:11]3[CH:13]=[C:14]([O:17][CH3:18])[CH:15]=[CH:16][C:10]=3[C:9]=2[O:19][C:20]2[CH:21]=[CH:22][C:23](/[CH:26]=[CH:27]/[C:28]([NH:39][O:38][CH:33]3[CH2:34][CH2:35][CH2:36][CH2:37][O:32]3)=[O:29])=[CH:24][CH:25]=2)=[C:4]([CH3:31])[CH:3]=1, predict the reactants needed to synthesize it. The reactants are: [F:1][C:2]1[CH:7]=[CH:6][C:5]([C:8]2[S:12][C:11]3[CH:13]=[C:14]([O:17][CH3:18])[CH:15]=[CH:16][C:10]=3[C:9]=2[O:19][C:20]2[CH:25]=[CH:24][C:23](/[CH:26]=[CH:27]/[C:28](O)=[O:29])=[CH:22][CH:21]=2)=[C:4]([CH3:31])[CH:3]=1.[O:32]1[CH2:37][CH2:36][CH2:35][CH2:34][CH:33]1[O:38][NH2:39].CN(C(ON1N=NC2C=CC=NC1=2)=[N+](C)C)C.F[P-](F)(F)(F)(F)F.CCN(C(C)C)C(C)C. (2) Given the product [CH2:1]([O:5][CH2:6][CH2:7][O:8][C:9]1[CH:14]=[CH:13][C:12]([C:15]2[CH:16]=[CH:17][C:18]3[N:24]([C:25](=[O:30])[C:26]([F:28])([F:29])[F:27])[CH2:23][CH2:22][C:21]([C:31]([NH:35][C:36]4[CH:41]=[CH:40][C:39]([CH:42]([OH:43])[C:44]5[CH:49]=[CH:48][CH:47]=[CH:46][N:45]=5)=[C:38]([O:50][CH3:51])[CH:37]=4)=[O:32])=[CH:20][C:19]=3[CH:34]=2)=[CH:11][CH:10]=1)[CH2:2][CH2:3][CH3:4], predict the reactants needed to synthesize it. The reactants are: [CH2:1]([O:5][CH2:6][CH2:7][O:8][C:9]1[CH:14]=[CH:13][C:12]([C:15]2[CH:16]=[CH:17][C:18]3[N:24]([C:25](=[O:30])[C:26]([F:29])([F:28])[F:27])[CH2:23][CH2:22][C:21]([C:31](O)=[O:32])=[CH:20][C:19]=3[CH:34]=2)=[CH:11][CH:10]=1)[CH2:2][CH2:3][CH3:4].[NH2:35][C:36]1[CH:41]=[CH:40][C:39]([CH:42]([C:44]2[CH:49]=[CH:48][CH:47]=[CH:46][N:45]=2)[OH:43])=[C:38]([O:50][CH3:51])[CH:37]=1.ON1C2C=CC=CC=2N=N1.Cl.C(N=C=NCCCN(C)C)C. (3) The reactants are: [NH2:1][CH2:2][C:3]12[CH2:12][CH:7]3[CH2:8][CH:9]([CH2:11][C:5]([C:13]([OH:15])=[O:14])([CH2:6]3)[CH2:4]1)[CH2:10]2.Cl.[CH3:17]O. Given the product [NH2:1][CH2:2][C:3]12[CH2:12][CH:7]3[CH2:8][CH:9]([CH2:11][C:5]([C:13]([O:15][CH3:17])=[O:14])([CH2:6]3)[CH2:4]1)[CH2:10]2, predict the reactants needed to synthesize it. (4) Given the product [F:26][C:2]([F:25])([F:1])[C:3]1[CH:4]=[C:5]([S:9]([CH2:10][C@H:11]2[CH2:12][CH2:13][C@H:14]([NH:17][C:18](=[O:24])[O:19][C:20]([CH3:22])([CH3:23])[CH3:21])[CH2:15][CH2:16]2)(=[O:28])=[O:43])[CH:6]=[CH:7][CH:8]=1, predict the reactants needed to synthesize it. The reactants are: [F:1][C:2]([F:26])([F:25])[C:3]1[CH:4]=[C:5]([S:9][CH2:10][C@H:11]2[CH2:16][CH2:15][C@H:14]([NH:17][C:18](=[O:24])[O:19][C:20]([CH3:23])([CH3:22])[CH3:21])[CH2:13][CH2:12]2)[CH:6]=[CH:7][CH:8]=1.C([O-])(O)=[O:28].[Na+].C1C=C(Cl)C=C(C(OO)=O)C=1.[OH2:43]. (5) Given the product [CH3:1][O:2][C:3](=[O:15])[CH2:4][CH2:5][C:6]1[CH:11]=[CH:10][C:9]([CH2:12][N:16]=[N+:17]=[N-:18])=[CH:8][C:7]=1[CH3:14], predict the reactants needed to synthesize it. The reactants are: [CH3:1][O:2][C:3](=[O:15])[CH2:4][CH2:5][C:6]1[CH:11]=[CH:10][C:9]([CH2:12]Cl)=[CH:8][C:7]=1[CH3:14].[N-:16]=[N+:17]=[N-:18].[Na+].O. (6) Given the product [F:1][C:2]1[CH:10]=[C:9]2[C:5]([CH:6]=[CH:7][N:8]2[C:11]2[CH:12]=[CH:13][C:14]([F:17])=[CH:15][CH:16]=2)=[CH:4][C:3]=1[C:18]#[C:19][CH2:20][CH2:21][CH2:22][O:23][S:32]([CH3:31])(=[O:34])=[O:33], predict the reactants needed to synthesize it. The reactants are: [F:1][C:2]1[CH:10]=[C:9]2[C:5]([CH:6]=[CH:7][N:8]2[C:11]2[CH:16]=[CH:15][C:14]([F:17])=[CH:13][CH:12]=2)=[CH:4][C:3]=1[C:18]#[C:19][CH2:20][CH2:21][CH2:22][OH:23].CCN(CC)CC.[CH3:31][S:32](Cl)(=[O:34])=[O:33].Cl. (7) Given the product [CH2:15]([N:17]1[CH2:12][C:4]2[C:3](=[CH:8][CH:7]=[C:6]([N+:9]([O-:11])=[O:10])[CH:5]=2)[CH2:2]1)[CH3:16], predict the reactants needed to synthesize it. The reactants are: Br[CH2:2][C:3]1[CH:8]=[CH:7][C:6]([N+:9]([O-:11])=[O:10])=[CH:5][C:4]=1[CH2:12]Br.Cl.[CH2:15]([NH2:17])[CH3:16].CCN(CC)CC. (8) Given the product [Br:28][C:16]1[N:17]([CH2:20][O:21][CH2:22][CH2:23][Si:24]([CH3:26])([CH3:27])[CH3:25])[C:18]2[C@@H:2]([N:1]([CH2:46][CH2:45][C:44]([C:39]3[C:40]([F:43])=[CH:41][CH:42]=[C:37]([Cl:36])[C:38]=3[F:71])=[O:88])[C:81](=[O:82])[CH2:80][P:75]([O:77][CH2:78][CH3:79])([O:74][CH2:72][CH3:73])=[O:76])[CH2:3][CH2:4][CH2:5][C@@H:6]([CH3:35])[C:7](=[O:34])[NH:8][C:9]3[C:14]([C:15]=1[N:19]=2)=[CH:13][CH:12]=[C:11]([NH:29][C:30](=[O:33])[O:31][CH3:32])[CH:10]=3, predict the reactants needed to synthesize it. The reactants are: [NH2:1][C@@H:2]1[C:18]2=[N:19][C:15](=[C:16]([Br:28])[N:17]2[CH2:20][O:21][CH2:22][CH2:23][Si:24]([CH3:27])([CH3:26])[CH3:25])[C:14]2[C:9](=[CH:10][C:11]([NH:29][C:30](=[O:33])[O:31][CH3:32])=[CH:12][CH:13]=2)[NH:8][C:7](=[O:34])[C@H:6]([CH3:35])[CH2:5][CH2:4][CH2:3]1.[Cl:36][C:37]1[C:38]([F:71])=[C:39]([C:44]2[CH2:45][CH2:46]N(C3C4C=C(C=CN=4)C4C=NNC=4NC(=O)C(C)CCC3)C(=O)C=2)[C:40]([F:43])=[CH:41][CH:42]=1.[CH2:72]([O:74][P:75]([CH2:80][C:81](O)=[O:82])([O:77][CH2:78][CH3:79])=[O:76])[CH3:73].C(P1(=O)OP(CCC)(=O)OP(CCC)(=O)[O:88]1)CC.